This data is from Full USPTO retrosynthesis dataset with 1.9M reactions from patents (1976-2016). The task is: Predict the reactants needed to synthesize the given product. Given the product [OH:25][NH:24][C:15](=[O:17])[CH:14]=[CH:13][CH:12]=[CH:11][CH2:10][S:7]([C:1]1[CH:6]=[CH:5][CH:4]=[CH:3][CH:2]=1)(=[O:9])=[O:8], predict the reactants needed to synthesize it. The reactants are: [C:1]1([S:7]([CH2:10][CH:11]=[CH:12][CH:13]=[CH:14][C:15]([OH:17])=O)(=[O:9])=[O:8])[CH:6]=[CH:5][CH:4]=[CH:3][CH:2]=1.C(Cl)(=O)C(Cl)=O.[NH2:24][OH:25].